This data is from Full USPTO retrosynthesis dataset with 1.9M reactions from patents (1976-2016). The task is: Predict the reactants needed to synthesize the given product. (1) Given the product [CH2:19]([O:21][C:22]([C:23]1[N:13]=[C:11](/[CH:10]=[CH:9]/[C:3]2[CH:8]=[CH:7][CH:6]=[CH:5][CH:4]=2)[O:12][CH:24]=1)=[O:27])[CH3:20], predict the reactants needed to synthesize it. The reactants are: N#N.[C:3]1([CH:9]=[CH:10][C:11]([NH2:13])=[O:12])[CH:8]=[CH:7][CH:6]=[CH:5][CH:4]=1.C([O-])(O)=O.[Na+].[CH2:19]([O:21][C:22](=[O:27])[C:23](=O)[CH2:24]Br)[CH3:20].FC(F)(F)C(OC(=O)C(F)(F)F)=O.C([O-])([O-])=O.[Na+].[Na+]. (2) Given the product [Br:1][C:2]1[CH:3]=[CH:4][C:5]([OH:11])=[C:6]([CH:10]=1)[C:7]([NH:12][C:13]1[S:14][C:15]([C:22]#[N:23])=[C:16]([C:18]([CH3:19])([CH3:21])[CH3:20])[N:17]=1)=[O:9], predict the reactants needed to synthesize it. The reactants are: [Br:1][C:2]1[CH:10]=[C:6]([C:7]([OH:9])=O)[C:5]([OH:11])=[CH:4][CH:3]=1.[NH2:12][C:13]1[S:14][C:15]([C:22]#[N:23])=[C:16]([C:18]([CH3:21])([CH3:20])[CH3:19])[N:17]=1.